The task is: Predict the product of the given reaction.. This data is from Forward reaction prediction with 1.9M reactions from USPTO patents (1976-2016). (1) Given the reactants [H-].[Na+].[I:3][C:4]1[C:5]([O:18][CH3:19])=[CH:6][C:7]([NH:10][C:11](=[O:17])[O:12][C:13]([CH3:16])([CH3:15])[CH3:14])=[N:8][CH:9]=1.[CH3:20]I, predict the reaction product. The product is: [I:3][C:4]1[C:5]([O:18][CH3:19])=[CH:6][C:7]([N:10]([CH3:20])[C:11](=[O:17])[O:12][C:13]([CH3:14])([CH3:15])[CH3:16])=[N:8][CH:9]=1. (2) Given the reactants [Cl:1][C:2]1[CH:7]=[C:6]([O:8][C:9]2[C:14]([CH3:15])=[CH:13][C:12]([N+:16]([O-])=O)=[CH:11][C:10]=2[CH3:19])[N:5]=[CH:4][N:3]=1.[Cl-].[NH4+], predict the reaction product. The product is: [Cl:1][C:2]1[N:3]=[CH:4][N:5]=[C:6]([O:8][C:9]2[C:14]([CH3:15])=[CH:13][C:12]([NH2:16])=[CH:11][C:10]=2[CH3:19])[CH:7]=1. (3) The product is: [C:8]1([C:5]2[CH:6]=[CH:7][C:2]3[N:1]=[C:15]([CH2:16][CH2:17][CH2:18][CH2:19][CH2:20][CH2:21][C:22]([O:24][CH3:26])=[O:23])[NH:14][C:3]=3[CH:4]=2)[CH:13]=[CH:12][CH:11]=[CH:10][CH:9]=1. Given the reactants [NH2:1][C:2]1[CH:7]=[CH:6][C:5]([C:8]2[CH:13]=[CH:12][CH:11]=[CH:10][CH:9]=2)=[CH:4][C:3]=1[NH:14][C:15](=O)[CH2:16][CH2:17][CH2:18][CH2:19][CH2:20][CH2:21][C:22]([O-:24])=[O:23].[C:26](O)(=O)C, predict the reaction product. (4) Given the reactants [OH:1][C:2]1[CH:3]=[C:4]2[C:9](=[CH:10][CH:11]=1)[C:8](=[O:12])[CH:7]=[CH:6][C:5]2=[O:13], predict the reaction product. The product is: [OH:1][C:2]1[CH:3]=[C:4]2[C:9](=[CH:10][CH:11]=1)[C:8](=[O:12])[C:7]([C:9]([CH3:10])([CH3:4])[CH:8]=[O:12])=[CH:6][C:5]2=[O:13]. (5) Given the reactants Br[CH2:2][C:3]1[N:7]([C:8]2[CH:13]=[CH:12][CH:11]=[CH:10][C:9]=2[F:14])[N:6]=[N:5][C:4]=1[C:15]([N:17]([CH2:39][CH:40]([CH3:42])[CH3:41])[C@H:18]1[CH2:23][C@@H:22]([C:24]([N:26]2[CH2:31][CH2:30][O:29][CH2:28][CH2:27]2)=[O:25])[CH2:21][N:20]([C:32]([O:34][C:35]([CH3:38])([CH3:37])[CH3:36])=[O:33])[CH2:19]1)=[O:16].[P:43](OCC)([O:48][CH2:49][CH3:50])([O:45][CH2:46][CH3:47])=[O:44], predict the reaction product. The product is: [CH2:46]([O:45][P:43]([CH2:2][C:3]1[N:7]([C:8]2[CH:13]=[CH:12][CH:11]=[CH:10][C:9]=2[F:14])[N:6]=[N:5][C:4]=1[C:15]([N:17]([CH2:39][CH:40]([CH3:42])[CH3:41])[C@H:18]1[CH2:23][C@@H:22]([C:24]([N:26]2[CH2:31][CH2:30][O:29][CH2:28][CH2:27]2)=[O:25])[CH2:21][N:20]([C:32]([O:34][C:35]([CH3:38])([CH3:37])[CH3:36])=[O:33])[CH2:19]1)=[O:16])([O:48][CH2:49][CH3:50])=[O:44])[CH3:47]. (6) The product is: [N:1]1([C:7]2[CH:12]=[CH:11][C:10]([NH:13][C:14]([C:16]3[CH:17]=[C:18]([CH:30]=[CH:31][CH:32]=3)[CH2:19][S:20][CH2:21][CH2:22][C:23]([OH:25])=[O:24])=[O:15])=[C:9]([C:33](=[O:51])[NH:34][C:35]3[N:36]=[CH:37][C:38]([C:41]4[CH:46]=[CH:45][CH:44]=[C:43]([C:47]([F:50])([F:48])[F:49])[CH:42]=4)=[CH:39][N:40]=3)[CH:8]=2)[CH2:6][CH2:5][CH2:4][CH2:3][CH2:2]1. Given the reactants [N:1]1([C:7]2[CH:12]=[CH:11][C:10]([NH:13][C:14]([C:16]3[CH:17]=[C:18]([CH:30]=[CH:31][CH:32]=3)[CH2:19][S:20][CH2:21][CH2:22][C:23]([O:25]C(C)(C)C)=[O:24])=[O:15])=[C:9]([C:33](=[O:51])[NH:34][C:35]3[N:40]=[CH:39][C:38]([C:41]4[CH:46]=[CH:45][CH:44]=[C:43]([C:47]([F:50])([F:49])[F:48])[CH:42]=4)=[CH:37][N:36]=3)[CH:8]=2)[CH2:6][CH2:5][CH2:4][CH2:3][CH2:2]1.FC(F)(F)C(O)=O, predict the reaction product. (7) Given the reactants [CH2:1]([O:3][C:4](=[O:12])[C:5]1[CH:10]=[CH:9][C:8](Cl)=[N:7][CH:6]=1)[CH3:2].[NH:13]1[CH2:18][CH2:17][CH:16]([C:19]([NH2:21])=[O:20])[CH2:15][CH2:14]1.CCN(C(C)C)C(C)C.CO, predict the reaction product. The product is: [CH2:1]([O:3][C:4]([C:5]1[CH:10]=[CH:9][C:8]([N:13]2[CH2:18][CH2:17][CH:16]([C:19](=[O:20])[NH2:21])[CH2:15][CH2:14]2)=[N:7][CH:6]=1)=[O:12])[CH3:2]. (8) The product is: [ClH:52].[ClH:66].[NH:1]1[C:9]2[C:4](=[N:5][CH:6]=[CH:7][C:8]=2[O:10][C:11]2[CH:16]=[CH:15][C:14]([NH:17][C:64]([NH:63][C:61](=[O:62])[CH2:60][C:54]3[C:53]([Cl:52])=[CH:58][CH:57]=[CH:56][C:55]=3[Cl:59])=[S:65])=[CH:13][C:12]=2[F:18])[CH:3]=[CH:2]1. Given the reactants [NH:1]1[C:9]2[C:4](=[N:5][CH:6]=[CH:7][C:8]=2[O:10][C:11]2[CH:16]=[CH:15][C:14]([NH2:17])=[CH:13][C:12]=2[F:18])[CH:3]=[CH:2]1.N1C2C(=NC=CC=2OC2C=CC(NC(NC(=O)CC3C=CC=CC=3)=S)=CC=2F)C=C1.[N-]=C=S.[Cl:52][C:53]1[CH:58]=[CH:57][CH:56]=[C:55]([Cl:59])[C:54]=1[CH2:60][C:61]([N:63]=[C:64]=[S:65])=[O:62].[ClH:66], predict the reaction product.